From a dataset of Reaction yield outcomes from USPTO patents with 853,638 reactions. Predict the reaction yield, written as a fraction of the theoretical maximum amount of product (1.0 means a 100% yield; for example, 0.34 means a 34% yield). The reactants are [NH:1]1[CH2:6][CH2:5][CH2:4][CH:3]([CH2:7][NH:8][C:9](=[O:15])[O:10][C:11]([CH3:14])([CH3:13])[CH3:12])[CH2:2]1.C(C(C(O)=O)(O)C(C(=O)C1C=CC(OC)=CC=1)(O)C(O)=O)(=O)C1C=CC(OC)=CC=1. The catalyst is CCO. The product is [NH:1]1[CH2:6][CH2:5][CH2:4][C@@H:3]([CH2:7][NH:8][C:9](=[O:15])[O:10][C:11]([CH3:13])([CH3:12])[CH3:14])[CH2:2]1. The yield is 0.250.